This data is from Reaction yield outcomes from USPTO patents with 853,638 reactions. The task is: Predict the reaction yield, written as a fraction of the theoretical maximum amount of product (1.0 means a 100% yield; for example, 0.34 means a 34% yield). The reactants are CC1(C)C(C)(C)OB([C:9]2[CH:22]=[C:21]3[C:12]([C:13]4[CH:14]=[CH:15][C:16]([C:23]5[CH:24]=[CH:25][C:26]6[N:30]=[C:29]([C@@H:31]7[C@@H:36]8[CH2:37][C@@H:33]([CH2:34][CH2:35]8)[N:32]7[C:38]([O:40][C:41]([CH3:44])([CH3:43])[CH3:42])=[O:39])[NH:28][C:27]=6[CH:45]=5)=[CH:17][C:18]=4[CH2:19][CH2:20]3)=[CH:11][CH:10]=2)O1.Br[C:48]1[NH:52][C:51]([C@@H:53]2[CH2:57][CH2:56][CH2:55][N:54]2[C:58]([O:60][C:61]([CH3:64])([CH3:63])[CH3:62])=[O:59])=[N:50][CH:49]=1.C([O-])(O)=O.[Na+]. The catalyst is C1C=CC([P]([Pd]([P](C2C=CC=CC=2)(C2C=CC=CC=2)C2C=CC=CC=2)([P](C2C=CC=CC=2)(C2C=CC=CC=2)C2C=CC=CC=2)[P](C2C=CC=CC=2)(C2C=CC=CC=2)C2C=CC=CC=2)(C2C=CC=CC=2)C2C=CC=CC=2)=CC=1.COCCOC. The product is [C:61]([O:60][C:58]([N:54]1[CH2:55][CH2:56][CH2:57][C@H:53]1[C:51]1[NH:52][C:48]([C:9]2[CH:22]=[C:21]3[C:12]([C:13]4[CH:14]=[CH:15][C:16]([C:23]5[CH:24]=[CH:25][C:26]6[N:30]=[C:29]([C@@H:31]7[C@@H:36]8[CH2:37][C@@H:33]([CH2:34][CH2:35]8)[N:32]7[C:38]([O:40][C:41]([CH3:44])([CH3:42])[CH3:43])=[O:39])[NH:28][C:27]=6[CH:45]=5)=[CH:17][C:18]=4[CH2:19][CH2:20]3)=[CH:11][CH:10]=2)=[CH:49][N:50]=1)=[O:59])([CH3:64])([CH3:62])[CH3:63]. The yield is 0.860.